From a dataset of Catalyst prediction with 721,799 reactions and 888 catalyst types from USPTO. Predict which catalyst facilitates the given reaction. (1) Reactant: Br[C:2]1[CH:10]=[CH:9][C:5]([C:6]([OH:8])=O)=[CH:4][N:3]=1.[CH3:11][O:12][C:13]1[CH:18]=[CH:17][C:16]([NH2:19])=[CH:15][CH:14]=1.C(=O)([O-])[O-].[Na+].[Na+].S(Cl)([Cl:28])=O. Product: [Cl:28][C:2]1[CH:10]=[CH:9][C:5]([C:6]([NH:19][C:16]2[CH:17]=[CH:18][C:13]([O:12][CH3:11])=[CH:14][CH:15]=2)=[O:8])=[CH:4][N:3]=1. The catalyst class is: 2. (2) Reactant: [C:1]([NH:5][C:6]([C:8]1[C:9]([C:21]2[S:22][C:23]3[CH2:28][CH2:27][CH2:26][C:24]=3[N:25]=2)=[N:10][N:11](COCC[Si](C)(C)C)[CH:12]=1)=[O:7])([CH3:4])([CH3:3])[CH3:2].FC(F)(F)C(O)=O. Product: [C:1]([NH:5][C:6]([C:8]1[C:9]([C:21]2[S:22][C:23]3[CH2:28][CH2:27][CH2:26][C:24]=3[N:25]=2)=[N:10][NH:11][CH:12]=1)=[O:7])([CH3:4])([CH3:2])[CH3:3]. The catalyst class is: 4. (3) Reactant: [F:8][C:7]([F:10])([F:9])[C:6](O[C:6](=[O:11])[C:7]([F:10])([F:9])[F:8])=[O:11].[O:14]([CH2:21][C:22]1[O:23][C:24]2[CH2:25][NH:26][CH2:27][CH2:28][C:29]=2[N:30]=1)[C:15]1[CH:20]=[CH:19][CH:18]=[CH:17][CH:16]=1.C(N(CC)CC)C.C([O-])([O-])=O.[Na+].[Na+]. Product: [O:14]([CH2:21][C:22]1[O:23][C:24]2[CH2:25][N:26]([C:6](=[O:11])[C:7]([F:8])([F:9])[F:10])[CH2:27][CH2:28][C:29]=2[N:30]=1)[C:15]1[CH:16]=[CH:17][CH:18]=[CH:19][CH:20]=1. The catalyst class is: 2. (4) Reactant: [F:1][C:2]1[CH:7]=[CH:6][C:5]([N:8]2[C:11](=[O:12])[C@H:10]([S:13][CH2:14][C:15]([C:17]3[CH:22]=[CH:21][C:20]([F:23])=[CH:19][CH:18]=3)=[O:16])[C@H:9]2[C:24]2[CH:41]=[CH:40][C:27]([O:28][CH2:29][C:30]([NH:32][C@@H:33]([C:37](O)=[O:38])[CH:34]([CH3:36])[CH3:35])=[O:31])=[CH:26][CH:25]=2)=[CH:4][CH:3]=1.Cl.[NH2:43][C@H:44]([C:48]([O:50]C(C)(C)C)=[O:49])[CH:45]([CH3:47])[CH3:46].CN1CCOCC1.CN(C(ON1N=NC2C=CC=CC1=2)=[N+](C)C)C.[B-](F)(F)(F)F.[BH4-].[Na+].C([O-])(=O)C.[NH4+]. Product: [F:1][C:2]1[CH:3]=[CH:4][C:5]([N:8]2[C:11](=[O:12])[C@H:10]([S:13][CH2:14][CH:15]([C:17]3[CH:18]=[CH:19][C:20]([F:23])=[CH:21][CH:22]=3)[OH:16])[C@H:9]2[C:24]2[CH:25]=[CH:26][C:27]([O:28][CH2:29][C:30]([NH:32][C@@H:33]([C:37]([NH:43][C@H:44]([C:48]([OH:50])=[O:49])[CH:45]([CH3:46])[CH3:47])=[O:38])[CH:34]([CH3:36])[CH3:35])=[O:31])=[CH:40][CH:41]=2)=[CH:6][CH:7]=1. The catalyst class is: 2. (5) Reactant: [F:1][C:2]1[CH:3]=[CH:4][CH:5]=[C:6]2[C:10]=1[NH:9][CH2:8][CH2:7]2.[Br:11]N1C(=O)CCC1=O. Product: [Br:11][C:4]1[CH:5]=[C:6]2[C:10](=[C:2]([F:1])[CH:3]=1)[NH:9][CH2:8][CH2:7]2. The catalyst class is: 2. (6) Reactant: [CH2:1]([N:3]([CH2:6][CH2:7][CH:8]1[CH2:17][CH2:16][C:15]2[C:10](=[CH:11][CH:12]=[C:13]([OH:18])[CH:14]=2)[CH2:9]1)[CH2:4][CH3:5])[CH3:2].[H-].[Na+].[Cl:21][CH2:22][C:23]1[CH:28]=[CH:27][C:26]([C:29]2[CH:34]=[CH:33][CH:32]=[CH:31][CH:30]=2)=[CH:25][CH:24]=1.Cl.C(=O)(O)[O-].[Na+]. Product: [ClH:21].[C:26]1([C:29]2[CH:30]=[CH:31][CH:32]=[CH:33][CH:34]=2)[CH:25]=[CH:24][C:23]([CH2:22][O:18][C:13]2[CH:14]=[C:15]3[C:10](=[CH:11][CH:12]=2)[CH2:9][CH:8]([CH2:7][CH2:6][N:3]([CH2:4][CH3:5])[CH2:1][CH3:2])[CH2:17][CH2:16]3)=[CH:28][CH:27]=1. The catalyst class is: 18. (7) Reactant: [O:1]1[CH2:6][CH2:5][CH2:4][CH2:3][CH:2]1[O:7][CH2:8][C:9]1[S:13][CH:12]=[N:11][CH:10]=1.CCCCCC.C([Li])CCC.CN(C)[CH:27]=[O:28].C(O)(=O)CC(CC(O)=O)(C(O)=O)O. Product: [O:1]1[CH2:6][CH2:5][CH2:4][CH2:3][CH:2]1[O:7][CH2:8][C:9]1[S:13][C:12]([CH:27]=[O:28])=[N:11][CH:10]=1. The catalyst class is: 7.